From a dataset of Peptide-MHC class I binding affinity with 185,985 pairs from IEDB/IMGT. Regression. Given a peptide amino acid sequence and an MHC pseudo amino acid sequence, predict their binding affinity value. This is MHC class I binding data. (1) The peptide sequence is KSLYNTVAVLY. The MHC is HLA-B39:01 with pseudo-sequence HLA-B39:01. The binding affinity (normalized) is 0.0847. (2) The peptide sequence is RYPRSVLTF. The MHC is HLA-A24:02 with pseudo-sequence HLA-A24:02. The binding affinity (normalized) is 1.00. (3) The peptide sequence is YHENWSATL. The MHC is HLA-B15:09 with pseudo-sequence HLA-B15:09. The binding affinity (normalized) is 1.00.